This data is from Forward reaction prediction with 1.9M reactions from USPTO patents (1976-2016). The task is: Predict the product of the given reaction. (1) Given the reactants [Cl:1][C:2]1[N:7]=[C:6](Cl)[CH:5]=[CH:4][N:3]=1.[NH2:9][C:10]1[CH:15]=[CH:14][CH:13]=[CH:12][CH:11]=1.C(N(CC)CC)C, predict the reaction product. The product is: [Cl:1][C:2]1[N:7]=[C:6]([NH:9][C:10]2[CH:15]=[CH:14][CH:13]=[CH:12][CH:11]=2)[CH:5]=[CH:4][N:3]=1. (2) Given the reactants [F:1][C:2]1[CH:7]=[CH:6][C:5]([NH:8][C:9](=[O:14])[C:10]([CH3:13])([CH3:12])[CH3:11])=[CH:4][C:3]=1[O:15][CH3:16].C([Li])CCC.[CH2:22]1[O:24][CH2:23]1, predict the reaction product. The product is: [F:1][C:2]1[CH:7]=[CH:6][C:5]([NH:8][C:9](=[O:14])[C:10]([CH3:11])([CH3:12])[CH3:13])=[C:4]([CH2:22][CH2:23][OH:24])[C:3]=1[O:15][CH3:16].